This data is from Full USPTO retrosynthesis dataset with 1.9M reactions from patents (1976-2016). The task is: Predict the reactants needed to synthesize the given product. (1) Given the product [Cl:14][C:15]1[N:16]=[C:17]([NH:11][CH:10]2[CH:9]3[CH2:12][CH2:13][CH:6]([CH2:7][CH2:8]3)[CH:5]2[C:3]([O:2][CH3:1])=[O:4])[C:18]([F:23])=[CH:19][C:20]=1[C:21]#[N:22], predict the reactants needed to synthesize it. The reactants are: [CH3:1][O:2][C:3]([CH:5]1[CH:10]([NH2:11])[CH:9]2[CH2:12][CH2:13][CH:6]1[CH2:7][CH2:8]2)=[O:4].[Cl:14][C:15]1[C:20]([C:21]#[N:22])=[CH:19][C:18]([F:23])=[C:17](Cl)[N:16]=1.CCN(CC)CC. (2) Given the product [CH:25]1([NH:28][C:29]([C@@H:31]2[CH2:35][CH2:34][N:33]([C:21]([C:6]3[CH:7]=[C:8]4[C:3](=[CH:4][CH:5]=3)[N:2]([CH3:1])[C:14]3[CH2:13][CH2:12][CH:11]([CH:15]5[CH2:16][CH2:17][O:18][CH2:19][CH2:20]5)[CH2:10][C:9]4=3)=[O:22])[CH2:32]2)=[O:30])[CH2:27][CH2:26]1, predict the reactants needed to synthesize it. The reactants are: [CH3:1][N:2]1[C:14]2[CH2:13][CH2:12][CH:11]([CH:15]3[CH2:20][CH2:19][O:18][CH2:17][CH2:16]3)[CH2:10][C:9]=2[C:8]2[C:3]1=[CH:4][CH:5]=[C:6]([C:21](O)=[O:22])[CH:7]=2.Cl.[CH:25]1([NH:28][C:29]([C@@H:31]2[CH2:35][CH2:34][NH:33][CH2:32]2)=[O:30])[CH2:27][CH2:26]1.CN(C(ON1N=NC2C=CC=NC1=2)=[N+](C)C)C.F[P-](F)(F)(F)(F)F.C(N(CC)C(C)C)(C)C. (3) Given the product [ClH:11].[CH3:1][CH:2]([NH:4][C:5]([CH3:10])([CH:7]([CH3:9])[CH3:8])[CH3:6])[CH3:3], predict the reactants needed to synthesize it. The reactants are: [CH3:1][CH:2]([NH:4][C:5]([CH3:10])([CH:7]([CH3:9])[CH3:8])[CH3:6])[CH3:3].[ClH:11]. (4) Given the product [F:1][C:2]1[CH:7]=[CH:6][C:5]([C:8]#[C:9][CH2:10][N:11]2[CH:15]=[C:14]([C:16]3[N:24]([CH3:33])[C:23]4[C:22](=[O:25])[N:21]([CH2:26][CH2:27][CH3:28])[C:20](=[O:29])[N:19]([CH2:30][CH2:31][CH3:32])[C:18]=4[N:17]=3)[CH:13]=[N:12]2)=[CH:4][CH:3]=1, predict the reactants needed to synthesize it. The reactants are: [F:1][C:2]1[CH:7]=[CH:6][C:5]([C:8]#[C:9][CH2:10][N:11]2[CH:15]=[C:14]([C:16]3[NH:24][C:23]4[C:22](=[O:25])[N:21]([CH2:26][CH2:27][CH3:28])[C:20](=[O:29])[N:19]([CH2:30][CH2:31][CH3:32])[C:18]=4[N:17]=3)[CH:13]=[N:12]2)=[CH:4][CH:3]=1.[C:33](=O)([O-])[O-].[K+].[K+].CI.CN(C=O)C. (5) Given the product [CH2:14]([C:2]1[CH:7]=[C:6]([O:8][CH3:9])[C:5]([F:10])=[C:4]([F:11])[CH:3]=1)[CH:13]=[CH2:12], predict the reactants needed to synthesize it. The reactants are: Br[C:2]1[CH:7]=[C:6]([O:8][CH3:9])[C:5]([F:10])=[C:4]([F:11])[CH:3]=1.[CH2:12](B([O-])OC(C(C)(C)C)C)[CH:13]=[CH2:14].[F-].[Cs+]. (6) Given the product [F:1][C:2]1[CH:3]=[CH:4][C:5]([CH3:14])=[C:6]2[C:7]=1[C:10](=[O:15])[C:9](=[O:13])[NH:8]2, predict the reactants needed to synthesize it. The reactants are: [F:1][C:2]1[CH:3]=[CH:4][C:5]([CH3:14])=[C:6]([NH:8][C:9](=[O:13])/[CH:10]=N\O)[CH:7]=1.[OH:15]S(O)(=O)=O.